From a dataset of Catalyst prediction with 721,799 reactions and 888 catalyst types from USPTO. Predict which catalyst facilitates the given reaction. (1) Reactant: C([O:8][C:9]1[CH:14]=[C:13]([O:15][CH3:16])[CH:12]=[CH:11][C:10]=1[CH:17]1[CH2:21][N:20]([C:22]2[CH:23]=[C:24]([CH:28]=[CH:29][CH:30]=2)[C:25]([NH2:27])=[O:26])[C:19](=[O:31])[CH2:18]1)C1C=CC=CC=1. Product: [OH:8][C:9]1[CH:14]=[C:13]([O:15][CH3:16])[CH:12]=[CH:11][C:10]=1[CH:17]1[CH2:21][N:20]([C:22]2[CH:23]=[C:24]([CH:28]=[CH:29][CH:30]=2)[C:25]([NH2:27])=[O:26])[C:19](=[O:31])[CH2:18]1. The catalyst class is: 579. (2) Reactant: [Cl:1][C:2]1[C:3]([C:12]2[N:17]=[CH:16][CH:15]=[CH:14][N:13]=2)=[C:4]([CH:9]=[CH:10][CH:11]=1)[C:5]([O:7]C)=[O:6].[OH-].[Na+:19].O. Product: [Cl:1][C:2]1[C:3]([C:12]2[N:13]=[CH:14][CH:15]=[CH:16][N:17]=2)=[C:4]([CH:9]=[CH:10][CH:11]=1)[C:5]([O-:7])=[O:6].[Na+:19]. The catalyst class is: 1. (3) Reactant: [Cl:1][C:2]1[CH:3]=[C:4]([C:8]2[CH:9]=[CH:10][C:11]3[NH:17][C:16](=[O:18])[CH2:15][CH2:14][NH:13][C:12]=3[N:19]=2)[CH:5]=[CH:6][CH:7]=1.[CH3:20][C:21]([O-])(C)C.[K+].C(I)C. Product: [Cl:1][C:2]1[CH:3]=[C:4]([C:8]2[CH:9]=[CH:10][C:11]3[N:17]([CH2:20][CH3:21])[C:16](=[O:18])[CH2:15][CH2:14][NH:13][C:12]=3[N:19]=2)[CH:5]=[CH:6][CH:7]=1. The catalyst class is: 1. (4) Reactant: [CH3:1][CH2:2][CH2:3][CH2:4]/[CH:5]=[CH:6]\[CH2:7]/[CH:8]=[CH:9]\[CH2:10][CH2:11][CH2:12][CH2:13][CH2:14][CH2:15][CH2:16][CH2:17][C:18](=[O:36])[CH2:19][CH2:20][CH2:21][CH2:22][CH2:23][CH2:24][CH2:25]/[CH:26]=[CH:27]\[CH2:28]/[CH:29]=[CH:30]\[CH2:31][CH2:32][CH2:33][CH2:34][CH3:35].[C:37]1(C)C=CC(S(O)(=O)=O)=CC=1.[CH2:48]([N:50]([CH2:53][CH3:54])[CH2:51][CH3:52])[CH3:49].[C:55](OCC)(=[O:57])[CH3:56]. Product: [CH2:48]([N:50]([CH2:53][CH3:54])[CH2:51][CH2:52][CH:56]1[CH2:55][O:57][C:18]([CH2:19][CH2:20][CH2:21][CH2:22][CH2:23][CH2:24][CH2:25]/[CH:26]=[CH:27]\[CH2:28]/[CH:29]=[CH:30]\[CH2:31][CH2:32][CH2:33][CH2:34][CH3:35])([CH2:17][CH2:16][CH2:15][CH2:14][CH2:13][CH2:12][CH2:11][CH2:10]/[CH:9]=[CH:8]\[CH2:7]/[CH:6]=[CH:5]\[CH2:4][CH2:3][CH2:2][CH2:1][CH3:37])[O:36]1)[CH3:49]. The catalyst class is: 93. (5) Reactant: [CH3:1][N:2]([CH3:20])[N:3]1[C:15]2[C:14]3[CH:13]=[CH:12][CH:11]=[CH:10][C:9]=3[N:8]=[CH:7][C:6]=2[N:5]=[C:4]1[CH2:16][O:17][CH2:18][CH3:19].C1C=C(Cl)C=C(C(OO)=O)C=1.[NH4+:32].[OH-]. Product: [CH3:1][N:2]([CH3:20])[N:3]1[C:15]2[C:14]3[CH:13]=[CH:12][CH:11]=[CH:10][C:9]=3[N:8]=[C:7]([NH2:32])[C:6]=2[N:5]=[C:4]1[CH2:16][O:17][CH2:18][CH3:19]. The catalyst class is: 34. (6) Reactant: Br[C:2]1[N:7]=[C:6]([N:8]2[CH2:13][CH2:12][N:11]([C:14]([O:16][C:17]([CH3:20])([CH3:19])[CH3:18])=[O:15])[CH2:10][CH2:9]2)[CH:5]=[CH:4][CH:3]=1.[F:21][C:22]1[CH:27]=[C:26]([F:28])[CH:25]=[CH:24][C:23]=1B(O)O.C(=O)([O-])[O-].[Na+].[Na+].O. Product: [F:21][C:22]1[CH:27]=[C:26]([F:28])[CH:25]=[CH:24][C:23]=1[C:2]1[N:7]=[C:6]([N:8]2[CH2:13][CH2:12][N:11]([C:14]([O:16][C:17]([CH3:20])([CH3:19])[CH3:18])=[O:15])[CH2:10][CH2:9]2)[CH:5]=[CH:4][CH:3]=1. The catalyst class is: 149. (7) Reactant: C([O:3][C:4](=[O:25])[CH2:5][N:6]([CH3:24])[C:7]([NH:9][C:10]1[CH:15]=[C:14]([C:16]2[CH:21]=[CH:20][CH:19]=[CH:18][C:17]=2[O:22][CH3:23])[N:13]=[CH:12][N:11]=1)=[O:8])C.[Li+].[OH-]. Product: [CH3:23][O:22][C:17]1[CH:18]=[CH:19][CH:20]=[CH:21][C:16]=1[C:14]1[N:13]=[CH:12][N:11]=[C:10]([NH:9][C:7](=[O:8])[N:6]([CH2:5][C:4]([OH:25])=[O:3])[CH3:24])[CH:15]=1. The catalyst class is: 20. (8) Reactant: C(O)(C(F)(F)F)=O.IC1N=NC([N:15]2[CH2:20][CH2:19][N:18]([C:21]([C:23]3[CH:28]=[CH:27]C=CC=3C(F)(F)F)=O)[CH2:17][CH2:16]2)=CC=1. Product: [CH:23]1([CH2:21][N:18]2[CH2:17][CH2:16][NH:15][CH2:20][CH2:19]2)[CH2:28][CH2:27]1. The catalyst class is: 4. (9) Reactant: Br[C:2]1[N:3]=[C:4]([CH3:7])[S:5][CH:6]=1.C([Li])CCC.[CH2:13]([Sn:17](Cl)([CH2:22][CH2:23][CH2:24][CH3:25])[CH2:18][CH2:19][CH2:20][CH3:21])[CH2:14][CH2:15][CH3:16].O. Product: [CH3:7][C:4]1[S:5][CH:6]=[C:2]([Sn:17]([CH2:18][CH2:19][CH2:20][CH3:21])([CH2:22][CH2:23][CH2:24][CH3:25])[CH2:13][CH2:14][CH2:15][CH3:16])[N:3]=1. The catalyst class is: 1.